The task is: Regression. Given a peptide amino acid sequence and an MHC pseudo amino acid sequence, predict their binding affinity value. This is MHC class I binding data.. This data is from Peptide-MHC class I binding affinity with 185,985 pairs from IEDB/IMGT. (1) The peptide sequence is LTILDDNLY. The MHC is HLA-A31:01 with pseudo-sequence HLA-A31:01. The binding affinity (normalized) is 0.0421. (2) The peptide sequence is FPRIGTAVF. The MHC is HLA-B45:06 with pseudo-sequence HLA-B45:06. The binding affinity (normalized) is 0.213.